From a dataset of Full USPTO retrosynthesis dataset with 1.9M reactions from patents (1976-2016). Predict the reactants needed to synthesize the given product. (1) Given the product [ClH:64].[NH2:56][CH2:55][C@H:52]1[CH2:53][CH2:54][C@H:49]([C:47]([NH:46][C@H:31]([C:32](=[O:45])[NH:33][C:34]2[CH:39]=[CH:38][C:37]([C:40]3[N:41]=[N:42][NH:43][N:44]=3)=[CH:36][CH:35]=2)[CH2:30][C:27]2[CH:28]=[CH:29][C:24]([C:3]3[CH:4]=[CH:5][C:6]([C:8]([NH:9][CH2:10][CH2:11][O:12][CH2:13][CH2:14][O:15][CH2:16][CH2:17][O:18][CH2:19][CH2:20][O:21][CH3:22])=[O:23])=[CH:7][C:2]=3[CH3:1])=[CH:25][CH:26]=2)=[O:48])[CH2:50][CH2:51]1, predict the reactants needed to synthesize it. The reactants are: [CH3:1][C:2]1[CH:7]=[C:6]([C:8](=[O:23])[NH:9][CH2:10][CH2:11][O:12][CH2:13][CH2:14][O:15][CH2:16][CH2:17][O:18][CH2:19][CH2:20][O:21][CH3:22])[CH:5]=[CH:4][C:3]=1[C:24]1[CH:29]=[CH:28][C:27]([CH2:30][C@H:31]([NH:46][C:47]([C@H:49]2[CH2:54][CH2:53][C@H:52]([CH2:55][NH:56]C(=O)OC(C)(C)C)[CH2:51][CH2:50]2)=[O:48])[C:32](=[O:45])[NH:33][C:34]2[CH:39]=[CH:38][C:37]([C:40]3[N:41]=[N:42][NH:43][N:44]=3)=[CH:36][CH:35]=2)=[CH:26][CH:25]=1.[ClH:64]. (2) The reactants are: [C:1]1([CH3:11])[CH:6]=[CH:5][C:4]([S:7](Cl)(=[O:9])=[O:8])=[CH:3][CH:2]=1.[CH2:12]([OH:16])[CH:13]([OH:15])[CH3:14].C(N(CC)CC)C. Given the product [C:1]1([CH3:11])[CH:6]=[CH:5][C:4]([S:7]([O:16][CH2:12][CH:13]([OH:15])[CH3:14])(=[O:9])=[O:8])=[CH:3][CH:2]=1, predict the reactants needed to synthesize it. (3) Given the product [C:1]([O:5][C:6]1[N:7]=[CH:8][C:9]([CH2:10][OH:11])=[CH:14][CH:15]=1)([CH3:4])([CH3:2])[CH3:3], predict the reactants needed to synthesize it. The reactants are: [C:1]([O:5][C:6]1[CH:15]=[CH:14][C:9]([C:10](OC)=[O:11])=[CH:8][N:7]=1)([CH3:4])([CH3:3])[CH3:2].C(O)C.[BH4-].[Na+].CO. (4) Given the product [CH3:1][O:2][C:3](=[O:13])[C:4]1[CH:9]=[CH:8][C:7]([O:10][CH3:11])=[C:6]([O:12][C:14]2[CH:19]=[CH:18][CH:17]=[CH:16][CH:15]=2)[CH:5]=1, predict the reactants needed to synthesize it. The reactants are: [CH3:1][O:2][C:3](=[O:13])[C:4]1[CH:9]=[CH:8][C:7]([O:10][CH3:11])=[C:6]([OH:12])[CH:5]=1.[C:14]1([Bi]([C:14]2[CH:19]=[CH:18][CH:17]=[CH:16][CH:15]=2)[C:14]2[CH:19]=[CH:18][CH:17]=[CH:16][CH:15]=2)[CH:19]=[CH:18][CH:17]=[CH:16][CH:15]=1.C(N(CC)CC)C.